This data is from Full USPTO retrosynthesis dataset with 1.9M reactions from patents (1976-2016). The task is: Predict the reactants needed to synthesize the given product. (1) Given the product [C:40]([C:31]1[C:32]([O:34][C@H:35]2[CH2:39][CH2:38][O:37][CH2:36]2)=[N:33][C:28]([NH:27][C:25]([N:16]2[C:17]3[C:12](=[CH:11][C:10]([CH2:9][OH:8])=[C:19]([CH:20]=[O:21])[N:18]=3)[CH2:13][CH2:14][CH2:15]2)=[O:26])=[N:29][CH:30]=1)#[N:41], predict the reactants needed to synthesize it. The reactants are: [Si]([O:8][CH2:9][C:10]1[CH:11]=[C:12]2[C:17](=[N:18][C:19]=1[CH:20](OC)[O:21]C)[N:16]([C:25]([NH:27][C:28]1[N:33]=[C:32]([O:34][C@H:35]3[CH2:39][CH2:38][O:37][CH2:36]3)[C:31]([C:40]#[N:41])=[CH:30][N:29]=1)=[O:26])[CH2:15][CH2:14][CH2:13]2)(C(C)(C)C)(C)C.Cl. (2) Given the product [N:18]1[CH:19]=[CH:20][C:15]([CH:14]([C:21]2[CH:26]=[CH:25][N:24]=[CH:23][CH:22]=2)[CH2:13][NH:12][C:10]2[C:9]3[C:4](=[CH:5][CH:6]=[CH:7][CH:8]=3)[N:3]=[C:2]([C:32]3[CH:33]=[CH:34][C:29]([N:28]([CH3:38])[CH3:27])=[CH:30][CH:31]=3)[N:11]=2)=[CH:16][CH:17]=1, predict the reactants needed to synthesize it. The reactants are: Cl[C:2]1[N:11]=[C:10]([NH:12][CH2:13][CH:14]([C:21]2[CH:26]=[CH:25][N:24]=[CH:23][CH:22]=2)[C:15]2[CH:20]=[CH:19][N:18]=[CH:17][CH:16]=2)[C:9]2[C:4](=[CH:5][CH:6]=[CH:7][CH:8]=2)[N:3]=1.[CH3:27][N:28]([CH3:38])[C:29]1[CH:34]=[CH:33][C:32](B(O)O)=[CH:31][CH:30]=1.C1(C(C2C=CC=CN=2)CNC2C3C(=CC=CC=3)N=C(C3C=CC(NS(C)(=O)=O)=CC=3)N=2)C=CC=CC=1.